From a dataset of Full USPTO retrosynthesis dataset with 1.9M reactions from patents (1976-2016). Predict the reactants needed to synthesize the given product. Given the product [Br:1][C:2]1[CH:3]=[CH:4][C:5]([C:8]2[N:9]([C:10]3[C:15]([Cl:16])=[CH:14][C:13]([Cl:17])=[CH:12][N:11]=3)[CH:30]=[N:29][C:27]=2[CH3:28])=[CH:6][CH:7]=1, predict the reactants needed to synthesize it. The reactants are: [Br:1][C:2]1[CH:7]=[CH:6][C:5](/[CH:8]=[N:9]/[C:10]2[C:15]([Cl:16])=[CH:14][C:13]([Cl:17])=[CH:12][N:11]=2)=[CH:4][CH:3]=1.C1(C)C=CC(S([CH:27]([N+:29]#[C-:30])[CH3:28])(=O)=O)=CC=1.C(=O)([O-])[O-].[K+].[K+].